This data is from Reaction yield outcomes from USPTO patents with 853,638 reactions. The task is: Predict the reaction yield, written as a fraction of the theoretical maximum amount of product (1.0 means a 100% yield; for example, 0.34 means a 34% yield). (1) The reactants are [F:1][C:2]1[CH:3]=[C:4]([NH:20][C:21]([C:23]2[C:24](=[O:36])[N:25]([C:30]3[CH:35]=[CH:34][CH:33]=[CH:32][CH:31]=3)[N:26]([CH3:29])[C:27]=2[CH3:28])=[O:22])[CH:5]=[CH:6][C:7]=1[O:8][C:9]1[C:18]2[C:13](=[CH:14][C:15]([OH:19])=[CH:16][CH:17]=2)[N:12]=[CH:11][CH:10]=1.CS(O[CH2:42][CH2:43][CH2:44][N:45]1[CH2:51][CH:50]([OH:52])[C:47]2([CH2:49][CH2:48]2)[CH2:46]1)(=O)=O.C([O-])([O-])=O.[Cs+].[Cs+]. The catalyst is CC(N(C)C)=O. The product is [OH:52][CH:50]1[C:47]2([CH2:49][CH2:48]2)[CH2:46][N:45]([CH2:44][CH2:43][CH2:42][O:19][C:15]2[CH:14]=[C:13]3[C:18]([C:9]([O:8][C:7]4[CH:6]=[CH:5][C:4]([NH:20][C:21]([C:23]5[C:24](=[O:36])[N:25]([C:30]6[CH:31]=[CH:32][CH:33]=[CH:34][CH:35]=6)[N:26]([CH3:29])[C:27]=5[CH3:28])=[O:22])=[CH:3][C:2]=4[F:1])=[CH:10][CH:11]=[N:12]3)=[CH:17][CH:16]=2)[CH2:51]1. The yield is 0.730. (2) The reactants are Cl[C:2]1[NH:10][C:9]2[C:4](=[N:5][CH:6]=[CH:7][CH:8]=2)[C:3]=1[C:11]#[N:12].[NH:13]1[CH2:21][CH2:20][CH2:19][CH2:18][CH2:17][CH2:16][CH2:15][CH2:14]1. No catalyst specified. The yield is 0.340. The product is [N:13]1([C:2]2[NH:10][C:9]3[C:4](=[N:5][CH:6]=[CH:7][CH:8]=3)[C:3]=2[C:11]#[N:12])[CH2:21][CH2:20][CH2:19][CH2:18][CH2:17][CH2:16][CH2:15][CH2:14]1. (3) The reactants are [Cl:1][C:2]1[CH:18]=[C:17]([Cl:19])[CH:16]=[CH:15][C:3]=1[CH2:4][NH:5][C:6](=[O:14])[C:7]1[CH:12]=[CH:11][C:10]([OH:13])=[N:9][CH:8]=1.Br[CH2:21][CH2:22][O:23][CH2:24][CH3:25].C(=O)([O-])[O-].[K+].[K+]. The catalyst is C(#N)C. The product is [Cl:1][C:2]1[CH:18]=[C:17]([Cl:19])[CH:16]=[CH:15][C:3]=1[CH2:4][NH:5][C:6]([C:7]1[CH:12]=[CH:11][C:10](=[O:13])[N:9]([CH2:21][CH2:22][O:23][CH2:24][CH3:25])[CH:8]=1)=[O:14]. The yield is 0.241. (4) The reactants are [N+:1]([O-:4])(O)=[O:2].[Cl:5][C:6]1[CH:11]=[CH:10][CH:9]=[C:8]([C:12]2[C:17]([Cl:18])=[CH:16][C:15]([C:19]([F:22])([F:21])[F:20])=[CH:14][C:13]=2[Cl:23])[CH:7]=1. No catalyst specified. The product is [Cl:5][C:6]1[CH:7]=[C:8]([C:12]2[C:13]([Cl:23])=[CH:14][C:15]([C:19]([F:22])([F:20])[F:21])=[CH:16][C:17]=2[Cl:18])[CH:9]=[CH:10][C:11]=1[N+:1]([O-:4])=[O:2]. The yield is 0.526. (5) The reactants are [CH2:1]([C:3]1[N:7]([C:8]2[N:16]=[C:15]3[C:11]([N:12]=[C:13]([CH:18]=O)[N:14]3[CH3:17])=[C:10]([N:20]3[CH2:25][CH2:24][O:23][CH2:22][CH2:21]3)[N:9]=2)[C:6]2[CH:26]=[CH:27][CH:28]=[CH:29][C:5]=2[N:4]=1)[CH3:2].[C:30]([N:34]1[CH2:39][CH2:38][NH:37][CH2:36][C:35]1=[O:40])([CH3:33])([CH3:32])[CH3:31].C(O[BH-](OC(=O)C)OC(=O)C)(=O)C.[Na+]. The catalyst is ClCCCl. The product is [C:30]([N:34]1[CH2:39][CH2:38][N:37]([CH2:18][C:13]2[N:14]([CH3:17])[C:15]3[C:11]([N:12]=2)=[C:10]([N:20]2[CH2:21][CH2:22][O:23][CH2:24][CH2:25]2)[N:9]=[C:8]([N:7]2[C:6]4[CH:26]=[CH:27][CH:28]=[CH:29][C:5]=4[N:4]=[C:3]2[CH2:1][CH3:2])[N:16]=3)[CH2:36][C:35]1=[O:40])([CH3:33])([CH3:31])[CH3:32]. The yield is 0.870. (6) The reactants are [C:1]([C:4]1[N:9]=[C:8]([C:10]2[CH:15]=[CH:14][C:13](B(O)O)=[CH:12][CH:11]=2)[C:7]([CH3:19])=[N:6][C:5]=1[CH3:20])(=[O:3])[NH2:2].[F:21][C:22]1[CH:23]=[C:24]([CH2:37][C:38]([O:40][CH3:41])=[O:39])[CH:25]=[C:26]([F:36])[C:27]=1OS(C(F)(F)F)(=O)=O.P([O-])([O-])([O-])=O.[K+].[K+].[K+]. The catalyst is C(#N)CCC.Cl[Pd]Cl.C1(P(C2C=CC=CC=2)[C-]2C=CC=C2)C=CC=CC=1.[C-]1(P(C2C=CC=CC=2)C2C=CC=CC=2)C=CC=C1.[Fe+2]. The product is [C:1]([C:4]1[N:9]=[C:8]([C:10]2[CH:15]=[CH:14][C:13]([C:27]3[C:26]([F:36])=[CH:25][C:24]([CH2:37][C:38]([O:40][CH3:41])=[O:39])=[CH:23][C:22]=3[F:21])=[CH:12][CH:11]=2)[C:7]([CH3:19])=[N:6][C:5]=1[CH3:20])(=[O:3])[NH2:2]. The yield is 0.260. (7) The reactants are [C:1]([O:5][C:6](=[O:28])[NH:7][C:8]1[C@:9]([CH3:27])([C:23]([F:26])([F:25])[F:24])[O:10][CH2:11][C@:12]([C:15]2[C:20]([F:21])=[CH:19][CH:18]=[C:17]([NH2:22])[N:16]=2)([CH3:14])[N:13]=1)([CH3:4])([CH3:3])[CH3:2].ClC1C(C(O)=O)=NC=C(C#N)C=1.C1C=NC2N(O)N=NC=2C=1.CCN=C=NCCCN(C)C.Cl. The catalyst is CN(C=O)C.C1(C)C=CC=CC=1. The product is [C:1]([O:5][C:6](=[O:28])[NH:7][C:8]1[C@:9]([CH3:27])([C:23]([F:26])([F:24])[F:25])[O:10][CH2:11][C@@:12]([C:15]2[C:20]([F:21])=[CH:19][CH:18]=[C:17]([NH2:22])[N:16]=2)([CH3:14])[N:13]=1)([CH3:2])([CH3:3])[CH3:4]. The yield is 0.760. (8) The product is [OH:44][C@H:43]([CH2:42][OH:41])[CH2:45][CH2:46][NH:47][C:36]([CH:17]1[CH:16]([C:11]2[CH:12]=[CH:13][C:14]([F:15])=[C:9]([Cl:8])[CH:10]=2)[C:20]([C:23]2[CH:28]=[CH:27][C:26]([Cl:29])=[CH:25][C:24]=2[F:30])([C:21]#[N:22])[CH:19]([CH2:31][C:32]([CH3:35])([CH3:33])[CH3:34])[NH:18]1)=[O:37]. The yield is 0.770. The catalyst is C(Cl)Cl.O1CCCC1. The reactants are FC(F)(F)C(O)=O.[Cl:8][C:9]1[CH:10]=[C:11]([CH:16]2[C:20]([C:23]3[CH:28]=[CH:27][C:26]([Cl:29])=[CH:25][C:24]=3[F:30])([C:21]#[N:22])[CH:19]([CH2:31][C:32]([CH3:35])([CH3:34])[CH3:33])[NH:18][CH:17]2[C:36](O)=[O:37])[CH:12]=[CH:13][C:14]=1[F:15].CC1(C)[O:44][C@@H:43]([CH2:45][CH2:46][NH2:47])[CH2:42][O:41]1.CN(C(ON1N=NC2C=CC=NC1=2)=[N+](C)C)C.F[P-](F)(F)(F)(F)F.CCN(C(C)C)C(C)C.Cl.